This data is from Forward reaction prediction with 1.9M reactions from USPTO patents (1976-2016). The task is: Predict the product of the given reaction. (1) Given the reactants [Al+3].[Cl-].[Cl-].[Cl-].[Br:5][CH2:6][C:7](Br)=[O:8].[F:10][C:11]([F:29])([F:28])[C:12]([N:14]1[CH2:27][CH2:26][C:18]2=[CH:19][C:20]3[CH:21]=[CH:22][CH:23]=[CH:24][C:25]=3[N:17]2[CH2:16][CH2:15]1)=[O:13].C([O-])(O)=O.[Na+], predict the reaction product. The product is: [Br:5][CH2:6][C:7]([C:19]1[C:20]2[CH:21]=[CH:22][CH:23]=[CH:24][C:25]=2[N:17]2[CH2:16][CH2:15][N:14]([C:12](=[O:13])[C:11]([F:29])([F:28])[F:10])[CH2:27][CH2:26][C:18]=12)=[O:8]. (2) The product is: [ClH:1].[F:28][C:29]1[CH:34]=[CH:33][C:32]([F:35])=[CH:31][C:30]=1[C:2]1[C:3]([N:8]2[CH2:13][CH2:12][N:11]([CH2:14][C:15]3[CH:16]=[N:17][N:18]([CH3:21])[C:19]=3[CH3:20])[CH2:10][CH2:9]2)=[N:4][CH:5]=[CH:6][N:7]=1. Given the reactants [Cl:1][C:2]1[C:3]([N:8]2[CH2:13][CH2:12][N:11]([CH2:14][C:15]3[CH:16]=[N:17][N:18]([CH3:21])[C:19]=3[CH3:20])[CH2:10][CH2:9]2)=[N:4][CH:5]=[CH:6][N:7]=1.C(=O)([O-])[O-].[K+].[K+].[F:28][C:29]1[CH:34]=[CH:33][C:32]([F:35])=[CH:31][C:30]=1B(O)O.Cl, predict the reaction product. (3) Given the reactants Cl[CH2:2][CH2:3][CH2:4][O:5][C:6]1[CH:11]=[CH:10][C:9]([I:12])=[CH:8][CH:7]=1.C(=O)([O-])[O-].[K+].[K+].[NH:19]1[CH2:24][CH2:23][CH2:22][CH2:21][CH2:20]1, predict the reaction product. The product is: [I:12][C:9]1[CH:10]=[CH:11][C:6]([O:5][CH2:4][CH2:3][CH2:2][N:19]2[CH2:24][CH2:23][CH2:22][CH2:21][CH2:20]2)=[CH:7][CH:8]=1. (4) Given the reactants C([O:3][C:4](=[O:33])[CH2:5][NH:6][C:7]([C:9]1[C:14](=[O:15])[N:13]([CH2:16][C:17]2[CH:22]=[CH:21][CH:20]=[CH:19][C:18]=2[C:23]([F:26])([F:25])[F:24])[C:12]([OH:27])=[C:11]([C:28](OC)=[O:29])[C:10]=1[OH:32])=[O:8])C.C(N(C(C)C)CC)(C)C.Cl.[CH:44]1([CH2:47][CH2:48][NH2:49])[CH2:46][CH2:45]1, predict the reaction product. The product is: [CH:44]1([CH2:47][CH2:48][NH:49][C:28]([C:11]2[C:10]([OH:32])=[C:9]([C:7]([NH:6][CH2:5][C:4]([OH:3])=[O:33])=[O:8])[C:14](=[O:15])[N:13]([CH2:16][C:17]3[CH:22]=[CH:21][CH:20]=[CH:19][C:18]=3[C:23]([F:25])([F:26])[F:24])[C:12]=2[OH:27])=[O:29])[CH2:46][CH2:45]1. (5) Given the reactants Cl[C:2]1[N:7]=[C:6]2[NH:8][N:9]=[C:10]([C:11]3[CH:16]=[CH:15][N:14]=[C:13]([S:17][CH3:18])[N:12]=3)[C:5]2=[CH:4][N:3]=1.[NH2:19][C@H:20]1[CH2:25][CH2:24][C@H:23]([NH:26][C:27](=[O:33])[O:28][C:29]([CH3:32])([CH3:31])[CH3:30])[CH2:22][CH2:21]1.C(N(CC)CC)C, predict the reaction product. The product is: [C:29]([O:28][C:27](=[O:33])[NH:26][CH:23]1[CH2:22][CH2:21][CH:20]([NH:19][C:2]2[N:7]=[C:6]3[NH:8][N:9]=[C:10]([C:11]4[CH:16]=[CH:15][N:14]=[C:13]([S:17][CH3:18])[N:12]=4)[C:5]3=[CH:4][N:3]=2)[CH2:25][CH2:24]1)([CH3:32])([CH3:30])[CH3:31]. (6) Given the reactants C[O:2][C:3]([C:5]1[S:9][C:8]([CH2:10][CH:11]([C:13]2[N:14]([CH3:25])[N:15]=[N:16][C:17]=2[C:18]2[CH:23]=[CH:22][C:21]([F:24])=[CH:20][CH:19]=2)O)=[N:7][C:6]=1[CH3:26])=[O:4], predict the reaction product. The product is: [F:24][C:21]1[CH:20]=[CH:19][C:18]([C:17]2[N:16]=[N:15][N:14]([CH3:25])[C:13]=2/[CH:11]=[CH:10]/[C:8]2[S:9][C:5]([C:3]([OH:4])=[O:2])=[C:6]([CH3:26])[N:7]=2)=[CH:23][CH:22]=1. (7) The product is: [F:33][C:30]1[CH:29]=[CH:28][C:27]([CH2:26][O:25][CH2:24][C:23]([NH:35][CH2:38][CH2:39][CH2:40][CH2:41][CH:42]2[CH2:45][N:44]([C:46]([O:48][C:49]([CH3:52])([CH3:51])[CH3:50])=[O:47])[CH2:43]2)=[O:34])=[CH:32][CH:31]=1. Given the reactants C(N1CC(CCCCN[C:23](=[O:34])[CH2:24][O:25][CH2:26][C:27]2[CH:32]=[CH:31][C:30]([F:33])=[CH:29][CH:28]=2)C1)(C1C=CC=CC=1)C1C=CC=CC=1.[N:35]([CH2:38][CH2:39][CH2:40][CH2:41][CH:42]1[CH2:45][N:44]([C:46]([O:48][C:49]([CH3:52])([CH3:51])[CH3:50])=[O:47])[CH2:43]1)=[N+]=[N-], predict the reaction product. (8) Given the reactants I[C:2]1[CH:3]=[C:4]2[C:8](=[CH:9][CH:10]=1)[CH2:7][CH:6]([NH:11][S:12]([CH:15]([CH3:17])[CH3:16])(=[O:14])=[O:13])[CH2:5]2.[C:18]([C:20]1[CH:21]=[C:22](B(O)O)[CH:23]=[CH:24][CH:25]=1)#[N:19], predict the reaction product. The product is: [C:18]([C:20]1[CH:25]=[C:24]([C:2]2[CH:3]=[C:4]3[C:8](=[CH:9][CH:10]=2)[CH2:7][CH:6]([NH:11][S:12]([CH:15]([CH3:17])[CH3:16])(=[O:14])=[O:13])[CH2:5]3)[CH:23]=[CH:22][CH:21]=1)#[N:19]. (9) Given the reactants [Cl:1][C:2]1[C:6]([Cl:7])=[C:5]([CH3:8])[NH:4][C:3]=1[C:9]([NH:11][CH:12]1[CH2:17][CH2:16][N:15]([C:18]2[N:23]=[C:22]([C:24](O)=[O:25])[CH:21]=[C:20]([O:27][CH3:28])[N:19]=2)[CH2:14][CH2:13]1)=[O:10].Cl.[O:30]([NH2:32])[CH3:31], predict the reaction product. The product is: [Cl:1][C:2]1[C:6]([Cl:7])=[C:5]([CH3:8])[NH:4][C:3]=1[C:9]([NH:11][CH:12]1[CH2:17][CH2:16][N:15]([C:18]2[N:23]=[C:22]([C:24]([NH:32][O:30][CH3:31])=[O:25])[CH:21]=[C:20]([O:27][CH3:28])[N:19]=2)[CH2:14][CH2:13]1)=[O:10]. (10) Given the reactants [CH2:1]([O:3][C:4](=[O:20])[C:5]1[CH:10]=[C:9]([O:11][C:12]([F:15])([F:14])[F:13])[C:8]([CH:16]=[O:17])=[C:7]([Cl:18])[C:6]=1N)[CH3:2].C(OC(=O)C1C=CC(C=O)=C(C(F)(F)F)C=1)C, predict the reaction product. The product is: [CH2:1]([O:3][C:4](=[O:20])[C:5]1[CH:10]=[C:9]([O:11][C:12]([F:13])([F:15])[F:14])[C:8]([CH:16]=[O:17])=[C:7]([Cl:18])[CH:6]=1)[CH3:2].